From a dataset of Experimentally validated miRNA-target interactions with 360,000+ pairs, plus equal number of negative samples. Binary Classification. Given a miRNA mature sequence and a target amino acid sequence, predict their likelihood of interaction. (1) Result: 0 (no interaction). The protein sequence of the target gene is MEKAHADEFPLTTDSSEKQGVVCIFGTGDFGKSLGLKMLQCGYSIVFGSRNPQVSSLLPRGAEVLSYSEAASKSDIIILAMHREHYDSLTELVDYLKGKVLVDVSNNRKINQYPESNAEYLAQLEPGAHVVKAFNTISAWALQSGTLDASRQVFVCGNDSKAKQRVMDIARTLGLTPLDQGSLMAASEIENYPLQLFPMWRFPFYLSSVLCVFFFVYCAIREVIYPYVNGKTDATYRLAISIPNRVFPITALILLALVYLPGILAAILQLYRGTKYRRFPNWLDHWMLCRKQLGLVALGF.... The miRNA is mmu-miR-29b-3p with sequence UAGCACCAUUUGAAAUCAGUGUU. (2) The miRNA is mmu-miR-466l-5p with sequence UUGUGUGUACAUGUACAUGUAU. The protein sequence of the target gene is MRRMLSPRILLSSLPNASARKLFLIVLIIFVFWVVFMTSKDHTEFMVHLNNRIILRRWSIFKEFLHSEELKNTPASVEAELAVTAILEKLNQQIPPRPFQTHSSTTSAKQSTATIHNPQRTYCVGDQLNVLLVAKDYFGNRKEYGGDFLRARIFSPAMKAGTSGKVTDFNNGTYLVSFTLFWEGPVSLSILLMHPSEGVSALWRARNRGYGKIIFTGQFLNGTSPVLTECGLTLNTSAELCQYLDARDHEAFYCLKLPGVPCEALTHMTSKNSNISYLSLEEKLLFRRFNIGVEVVKNLS.... Result: 0 (no interaction). (3) The miRNA is hsa-miR-450a-1-3p with sequence AUUGGGAACAUUUUGCAUGUAU. The protein sequence of the target gene is METIWIYQFRLIVIGDSTVGKSCLLHRFTQGRFPGLRSPACDPTVGVDFFSRLLEIEPGKRIKLQLWDTAGQERFRSITRSYYRNSVGGFLVFDITNRRSFEHVKDWLEEAKMYVQPFRIVFLLVGHKCDLASQRQVTREEAEKLSADCGMKYIETSAKDATNVEESFTILTRDIYELIKKGEICIQDGWEGVKSGFVPNTVHSSEEAVKPRKECFC. Result: 0 (no interaction). (4) Result: 0 (no interaction). The protein sequence of the target gene is MDTSDLFASCRKGDVGRVRYLLEQRDVEVNVRDKWDSTPLYYACLCGHEELVRYLLANGARCEANTFDGERCLYGALSDPIRRALRDYKQVTASCRRRDYYDDFLQRLLEQGIHSDVVFVVHGKPFRAHRCILGARSTYFANMLDTKWKGKSVVVLRHPLINPVAFGALLQYLYTGRLDIGVEHVSDCERLAKQCQLWDLLDDLEAKCEKVSEFVASKPGTCVKVLTIEPPPADPRLRADMALLADCALPSELRGDLGELPFPCPDGFSSCPDICFRVADSSFLCHKAFFCGRSDYFRAL.... The miRNA is hsa-miR-1269a with sequence CUGGACUGAGCCGUGCUACUGG. (5) Result: 0 (no interaction). The protein sequence of the target gene is MKWKALFTAAILQAQLPITEAQSFGLLDPKLCYLLDGILFIYGVILTALFLRVKFSRSADAPAYQQGQNQLYNELNLGRREEYDVLDKRRGRDPEMGGKPQRRKNPQEGLYNELQKDKMAEAYSEIGMKGERRRGKGHDGLYQGLSTATKDTYDALHMQALPPR. The miRNA is mmu-miR-499-5p with sequence UUAAGACUUGCAGUGAUGUUU.